This data is from Forward reaction prediction with 1.9M reactions from USPTO patents (1976-2016). The task is: Predict the product of the given reaction. (1) Given the reactants CS(O[CH2:6][CH:7]1[CH2:12][CH2:11][N:10]([C:13]([O:15][C:16]([CH3:19])([CH3:18])[CH3:17])=[O:14])[CH2:9][CH2:8]1)(=O)=O.O.[C-:21]#[N:22].[Na+], predict the reaction product. The product is: [C:21]([CH2:6][CH:7]1[CH2:12][CH2:11][N:10]([C:13]([O:15][C:16]([CH3:19])([CH3:18])[CH3:17])=[O:14])[CH2:9][CH2:8]1)#[N:22]. (2) Given the reactants OC(C(F)(F)F)=O.[OH:8][NH:9][C:10]([C@H:12]1[CH2:17][C@H:16]([O:18][C:19]2[CH:24]=[CH:23][N:22]=[CH:21][CH:20]=2)[CH2:15][N:14]([CH3:25])[C@@H:13]1[C:26]([N:28]1[CH2:33][CH:32]=[C:31]([C:34]2[CH:39]=[CH:38][CH:37]=[CH:36][CH:35]=2)[CH2:30][CH2:29]1)=[O:27])=[O:11].[H][H], predict the reaction product. The product is: [OH:8][NH:9][C:10]([CH:12]1[CH2:17][CH:16]([O:18][C:19]2[CH:20]=[CH:21][N:22]=[CH:23][CH:24]=2)[CH2:15][N:14]([CH3:25])[CH:13]1[C:26]([N:28]1[CH2:33][CH2:32][CH:31]([C:34]2[CH:35]=[CH:36][CH:37]=[CH:38][CH:39]=2)[CH2:30][CH2:29]1)=[O:27])=[O:11]. (3) Given the reactants [CH2:1]([O:8][C:9]([NH:11][CH2:12][CH2:13][CH2:14][C@@H:15]([C:34]([NH:36][C@H:37]1[CH2:41][CH2:40][CH2:39][C@H:38]1[C:42]([O:44][C:45]([CH3:48])([CH3:47])[CH3:46])=[O:43])=[O:35])[NH:16]C(OCC1C2C=CC=CC=2C2C1=CC=CC=2)=O)=[O:10])[C:2]1[CH:7]=[CH:6][CH:5]=[CH:4][CH:3]=1.N1CCCCC1, predict the reaction product. The product is: [CH2:1]([O:8][C:9]([NH:11][CH2:12][CH2:13][CH2:14][C@@H:15]([C:34]([NH:36][C@H:37]1[CH2:41][CH2:40][CH2:39][C@H:38]1[C:42]([O:44][C:45]([CH3:48])([CH3:47])[CH3:46])=[O:43])=[O:35])[NH2:16])=[O:10])[C:2]1[CH:3]=[CH:4][CH:5]=[CH:6][CH:7]=1. (4) Given the reactants [CH3:1][C:2]1[CH:3]=[CH:4][C:5]([N+:11]([O-])=O)=[C:6]([CH:10]=1)[C:7]([OH:9])=[O:8], predict the reaction product. The product is: [NH2:11][C:5]1[CH:4]=[CH:3][C:2]([CH3:1])=[CH:10][C:6]=1[C:7]([OH:9])=[O:8]. (5) The product is: [F:1][C:4]1[CH:5]=[C:6]([CH:9]=[CH:10][N:11]=1)[C:7]#[N:8]. Given the reactants [F-:1].[Cs+].Cl[C:4]1[CH:5]=[C:6]([CH:9]=[CH:10][N:11]=1)[C:7]#[N:8].O, predict the reaction product. (6) Given the reactants [NH2:1][C:2]1[CH:9]=[CH:8][C:5]([C:6]#[N:7])=[CH:4][CH:3]=1.[NH4+].[Cl-].[N-:12]=[N+:13]=[N-:14].[Na+], predict the reaction product. The product is: [NH:12]1[C:6]([C:5]2[CH:8]=[CH:9][C:2]([NH2:1])=[CH:3][CH:4]=2)=[N:7][N:14]=[N:13]1.